From a dataset of Full USPTO retrosynthesis dataset with 1.9M reactions from patents (1976-2016). Predict the reactants needed to synthesize the given product. (1) Given the product [Cl:8][C:6]1[N:5]=[CH:4][N:3]=[C:2]([C:16]2[CH:15]=[N:14][C:13]([CH3:12])=[N:18][CH:17]=2)[CH:7]=1, predict the reactants needed to synthesize it. The reactants are: Cl[C:2]1[CH:7]=[C:6]([Cl:8])[N:5]=[CH:4][N:3]=1.[F-].[Cs+].O.[CH3:12][C:13]1[N:18]=[CH:17][C:16](B2OC(C)(C)C(C)(C)O2)=[CH:15][N:14]=1. (2) Given the product [Br:20][CH2:12][C:11]([CH:8]1[CH2:9][CH2:10][C:5]2([CH2:1][CH2:2][CH2:3][CH2:4]2)[CH2:6][CH2:7]1)=[O:13], predict the reactants needed to synthesize it. The reactants are: [CH2:1]1[C:5]2([CH2:10][CH2:9][CH:8]([C:11](=[O:13])[CH3:12])[CH2:7][CH2:6]2)[CH2:4][CH2:3][CH2:2]1.C1CNC(=O)C1.[Br:20][Br-]Br. (3) Given the product [CH2:14]([O:13][C:11]([C:10]1[CH:9]=[N:8][N:7]2[C:2]([NH:37][C:36]3[CH:38]=[CH:39][C:33]([F:32])=[CH:34][C:35]=3[CH3:40])=[C:3]([C:16]([N:18]3[CH2:19][CH2:20][C:21]4([C:31]5[C:26](=[CH:27][CH:28]=[CH:29][CH:30]=5)[CH2:25][CH2:24]4)[CH2:22][CH2:23]3)=[O:17])[CH:4]=[N:5][C:6]=12)=[O:12])[CH3:15], predict the reactants needed to synthesize it. The reactants are: Cl[C:2]1[N:7]2[N:8]=[CH:9][C:10]([C:11]([O:13][CH2:14][CH3:15])=[O:12])=[C:6]2[N:5]=[CH:4][C:3]=1[C:16]([N:18]1[CH2:23][CH2:22][C:21]2([C:31]3[C:26](=[CH:27][CH:28]=[CH:29][CH:30]=3)[CH2:25][CH2:24]2)[CH2:20][CH2:19]1)=[O:17].[F:32][C:33]1[CH:39]=[CH:38][C:36]([NH2:37])=[C:35]([CH3:40])[CH:34]=1. (4) Given the product [Cl:19][C:20]1[CH:25]=[CH:24][C:23]([C:8]2[C:7]([O:16][CH2:15][C:14]([F:18])([F:17])[F:13])=[N:6][CH:5]=[C:4]([CH:9]=2)[C:3]([NH:34][CH2:33][C:32]([CH:29]2[CH2:31][CH2:30]2)([OH:36])[CH3:35])=[O:12])=[CH:22][CH:21]=1, predict the reactants needed to synthesize it. The reactants are: CO[C:3](=[O:12])[C:4]1[CH:9]=[C:8](Br)[C:7](Cl)=[N:6][CH:5]=1.[F:13][C:14]([F:18])([F:17])[CH2:15][OH:16].[Cl:19][C:20]1[CH:25]=[CH:24][C:23](B(O)O)=[CH:22][CH:21]=1.[CH:29]1([C:32]([OH:36])([CH3:35])[CH2:33][NH2:34])[CH2:31][CH2:30]1. (5) Given the product [C:43]([N:40]1[CH2:41][CH2:42][C@H:38]([NH:37][C:34]2[CH:33]=[CH:32][C:31]([NH:30][C:15]3[N:16]=[C:17]([O:18][C:19]4[CH:20]=[C:21]([NH:25][C:26](=[O:29])[CH:27]=[CH2:28])[CH:22]=[CH:23][CH:24]=4)[C:12]4[CH:11]=[CH:10][NH:9][C:13]=4[N:14]=3)=[CH:36][CH:35]=2)[CH2:39]1)(=[O:45])[CH3:44], predict the reactants needed to synthesize it. The reactants are: C(OC[N:9]1[C:13]2[N:14]=[C:15]([NH:30][C:31]3[CH:36]=[CH:35][C:34]([NH:37][C@H:38]4[CH2:42][CH2:41][N:40]([C:43](=[O:45])[CH3:44])[CH2:39]4)=[CH:33][CH:32]=3)[N:16]=[C:17]([O:18][C:19]3[CH:24]=[CH:23][CH:22]=[C:21]([NH:25][C:26](=[O:29])[CH:27]=[CH2:28])[CH:20]=3)[C:12]=2[CH:11]=[CH:10]1)(=O)C(C)(C)C.CO.C1COCC1.[OH-].[Na+]. (6) Given the product [Cl:25][C:26]1[CH:27]=[C:28]([CH:31]=[C:32]([F:34])[CH:33]=1)[CH2:29][NH:30][C:16]([CH:15]1[CH2:14][CH2:13][CH2:12][CH2:11][N:10]([C:19]2[CH:24]=[CH:23][CH:22]=[CH:21][CH:20]=2)[C:9]1=[O:8])=[O:18], predict the reactants needed to synthesize it. The reactants are: C(N(CC)CC)C.[O:8]=[C:9]1[CH:15]([C:16]([OH:18])=O)[CH2:14][CH2:13][CH2:12][CH2:11][N:10]1[C:19]1[CH:24]=[CH:23][CH:22]=[CH:21][CH:20]=1.[Cl:25][C:26]1[CH:27]=[C:28]([CH:31]=[C:32]([F:34])[CH:33]=1)[CH2:29][NH2:30]. (7) Given the product [Cl-:25].[CH3:10][C:5]1[CH:6]=[CH:7][CH:8]=[CH:9][C:4]=1[N+:3]1[C:27]([CH3:26])=[C:28]([CH3:29])[S:12][CH:1]=1, predict the reactants needed to synthesize it. The reactants are: [CH:1]([NH:3][C:4]1[CH:9]=[CH:8][CH:7]=[CH:6][C:5]=1[CH3:10])=O.P12(SP3(SP(SP(S3)(S1)=S)(=S)S2)=S)=[S:12].[Cl:25][CH2:26][CH2:27][C:28](=O)[CH3:29].C([O-])([O-])=O.[Na+].[Na+]. (8) Given the product [CH3:21][O:20][C:6]1[CH:5]=[C:4]([CH:9]=[CH:8][C:7]=1[NH:10][C:11]([NH:13][C:14]1[CH:19]=[N:18][CH:17]=[CH:16][N:15]=1)=[O:12])[C:3]([OH:22])=[O:2], predict the reactants needed to synthesize it. The reactants are: C[O:2][C:3](=[O:22])[C:4]1[CH:9]=[CH:8][C:7]([NH:10][C:11]([NH:13][C:14]2[CH:19]=[N:18][CH:17]=[CH:16][N:15]=2)=[O:12])=[C:6]([O:20][CH3:21])[CH:5]=1.O.[OH-].[Li+]. (9) Given the product [Cl:1][C:2]1[CH:17]=[CH:16][C:5]([C:6]([OH:8])=[O:7])=[C:4]([N:18]2[CH2:23][CH2:22][CH:21]([CH2:24][O:25][C:26]3[CH:31]=[CH:30][CH:29]=[C:28]([CH:32]([CH:39]4[CH2:41][CH2:40]4)[CH2:33][C:34]([O:36][CH2:37][CH3:38])=[O:35])[CH:27]=3)[CH2:20][CH2:19]2)[N:3]=1, predict the reactants needed to synthesize it. The reactants are: [Cl:1][C:2]1[CH:17]=[CH:16][C:5]([C:6]([O:8]CC2C=CC=CC=2)=[O:7])=[C:4]([N:18]2[CH2:23][CH2:22][CH:21]([CH2:24][O:25][C:26]3[CH:31]=[CH:30][CH:29]=[C:28]([CH:32]([CH:39]4[CH2:41][CH2:40]4)[CH2:33][C:34]([O:36][CH2:37][CH3:38])=[O:35])[CH:27]=3)[CH2:20][CH2:19]2)[N:3]=1.